Task: Regression. Given a peptide amino acid sequence and an MHC pseudo amino acid sequence, predict their binding affinity value. This is MHC class I binding data.. Dataset: Peptide-MHC class I binding affinity with 185,985 pairs from IEDB/IMGT (1) The peptide sequence is LTLTAAVLML. The MHC is HLA-A01:01 with pseudo-sequence HLA-A01:01. The binding affinity (normalized) is 0.193. (2) The peptide sequence is IRQGLELTLL. The MHC is Mamu-B08 with pseudo-sequence Mamu-B08. The binding affinity (normalized) is 0.585. (3) The peptide sequence is PEFDWILGW. The MHC is HLA-B40:01 with pseudo-sequence HLA-B40:01. The binding affinity (normalized) is 0. (4) The peptide sequence is FLRDNRAVL. The MHC is HLA-B46:01 with pseudo-sequence HLA-B46:01. The binding affinity (normalized) is 0.180. (5) The peptide sequence is SYFPDSNNV. The MHC is HLA-B51:01 with pseudo-sequence HLA-B51:01. The binding affinity (normalized) is 0.0847. (6) The peptide sequence is ILFPGILWI. The MHC is HLA-A02:03 with pseudo-sequence HLA-A02:03. The binding affinity (normalized) is 0.868.